From a dataset of Forward reaction prediction with 1.9M reactions from USPTO patents (1976-2016). Predict the product of the given reaction. Given the reactants C1(C)C=CC(S([O-])(=O)=O)=CC=1.[NH+]1C=CC=CC=1.[F:18][C:19]1[C:20]([C:33]2[S:37][C:36]3[C:38]([C:42]4[C:47]([O:48][CH2:49][CH2:50][O:51]C5CCCCO5)=[CH:46][N:45]=[C:44]([F:58])[CH:43]=4)=[CH:39][CH:40]=[CH:41][C:35]=3[CH:34]=2)=[N:21][C:22]([NH:25][CH2:26][CH2:27][N:28]2[CH:32]=[CH:31][N:30]=[N:29]2)=[N:23][CH:24]=1, predict the reaction product. The product is: [N:28]1([CH2:27][CH2:26][NH:25][C:22]2[N:21]=[C:20]([C:33]3[S:37][C:36]4[C:38]([C:42]5[CH:43]=[C:44]([F:58])[N:45]=[CH:46][C:47]=5[O:48][CH2:49][CH2:50][OH:51])=[CH:39][CH:40]=[CH:41][C:35]=4[CH:34]=3)[C:19]([F:18])=[CH:24][N:23]=2)[CH:32]=[CH:31][N:30]=[N:29]1.